Predict the product of the given reaction. From a dataset of Forward reaction prediction with 1.9M reactions from USPTO patents (1976-2016). (1) Given the reactants [C:1]([O:5][C:6](=[O:38])[NH:7][CH:8]1[CH2:13][CH2:12][CH:11]([NH:14][C:15](=[O:37])[C:16]2[CH:21]=[C:20]([OH:22])[CH:19]=[C:18]([O:23][C:24]3[CH:29]=[CH:28][C:27]([CH2:30][NH:31][C:32]([O:34][CH2:35][CH3:36])=[O:33])=[CH:26][CH:25]=3)[CH:17]=2)[CH2:10][CH2:9]1)([CH3:4])([CH3:3])[CH3:2].F[C:40]1[CH:47]=[CH:46][C:43]([C:44]#[N:45])=[CH:42][CH:41]=1, predict the reaction product. The product is: [C:1]([O:5][C:6](=[O:38])[NH:7][CH:8]1[CH2:13][CH2:12][CH:11]([NH:14][C:15](=[O:37])[C:16]2[CH:17]=[C:18]([O:23][C:24]3[CH:25]=[CH:26][C:27]([CH2:30][NH:31][C:32]([O:34][CH2:35][CH3:36])=[O:33])=[CH:28][CH:29]=3)[CH:19]=[C:20]([O:22][C:40]3[CH:47]=[CH:46][C:43]([C:44]#[N:45])=[CH:42][CH:41]=3)[CH:21]=2)[CH2:10][CH2:9]1)([CH3:2])([CH3:4])[CH3:3]. (2) Given the reactants [N:1]1([C:7]([N:9]2[CH2:14][CH:13]([C:15]3[CH:20]=[CH:19][C:18]([O:21][C:22]([F:25])([F:24])[F:23])=[CH:17][CH:16]=3)[CH2:12][CH:11]([C:26](O)=[O:27])[CH2:10]2)=[O:8])[CH2:6][CH2:5][O:4][CH2:3][CH2:2]1.[CH3:29][N:30]([CH3:36])[CH2:31][C:32]([NH:34][NH2:35])=O, predict the reaction product. The product is: [CH3:29][N:30]([CH2:31][C:32]1[O:27][C:26]([CH:11]2[CH2:12][CH:13]([C:15]3[CH:16]=[CH:17][C:18]([O:21][C:22]([F:23])([F:24])[F:25])=[CH:19][CH:20]=3)[CH2:14][N:9]([C:7]([N:1]3[CH2:2][CH2:3][O:4][CH2:5][CH2:6]3)=[O:8])[CH2:10]2)=[N:35][N:34]=1)[CH3:36]. (3) Given the reactants C([O-])=O.[NH4+].[CH2:5]([NH:7][C:8]([N:10]1[CH:15]([C:16]2[N:17]=[CH:18][O:19][C:20]=2[C:21]2[CH:26]=[CH:25][C:24](Cl)=[CH:23][CH:22]=2)[C:14]([C:28]#[N:29])=[C:13]([CH3:30])[NH:12][C:11]1=[O:31])=[O:9])[CH3:6], predict the reaction product. The product is: [CH2:5]([NH:7][C:8]([N:10]1[CH:15]([C:16]2[N:17]=[CH:18][O:19][C:20]=2[C:21]2[CH:26]=[CH:25][CH:24]=[CH:23][CH:22]=2)[C:14]([C:28]#[N:29])=[C:13]([CH3:30])[NH:12][C:11]1=[O:31])=[O:9])[CH3:6]. (4) Given the reactants [CH2:1]([O:3][C:4](=[O:14])[O:5][C:6]1[CH:11]=[CH:10][C:9]([F:12])=[CH:8][C:7]=1[Cl:13])[CH3:2].[N+:15]([O-])([OH:17])=[O:16], predict the reaction product. The product is: [CH2:1]([O:3][C:4](=[O:14])[O:5][C:6]1[CH:11]=[C:10]([N+:15]([O-:17])=[O:16])[C:9]([F:12])=[CH:8][C:7]=1[Cl:13])[CH3:2]. (5) Given the reactants [NH2:1][CH:2]1[CH:6]([C:7]([O:9]C)=O)[S:5][C:4]2[C:11]3[C:16]([CH2:17][CH2:18][C:3]1=2)=[CH:15][CH:14]=[CH:13][CH:12]=3.[Cl:19][CH2:20][C:21]#[N:22], predict the reaction product. The product is: [Cl:19][CH2:20][C:21]1[NH:22][C:7](=[O:9])[CH:6]2[CH:2]([C:3]3[CH2:18][CH2:17][C:16]4[CH:15]=[CH:14][CH:13]=[CH:12][C:11]=4[C:4]=3[S:5]2)[N:1]=1.